This data is from Catalyst prediction with 721,799 reactions and 888 catalyst types from USPTO. The task is: Predict which catalyst facilitates the given reaction. Reactant: [CH3:1][O:2][C:3]([C@H:5]1[CH2:10][CH2:9][C@H:8]([CH2:11][N:12]2[C:16]3[CH:17]=[C:18](B4OC(C)(C)C(C)(C)O4)[CH:19]=[CH:20][C:15]=3[N:14]([CH3:30])[C:13]2=[O:31])[CH2:7][CH2:6]1)=[O:4].[CH3:32][O:33][CH2:34][CH2:35][NH2:36].O. Product: [CH3:1][O:2][C:3]([C@H:5]1[CH2:6][CH2:7][C@H:8]([CH2:11][N:12]2[C:16]3[CH:17]=[C:18]([NH:36][CH2:35][CH2:34][O:33][CH3:32])[CH:19]=[CH:20][C:15]=3[N:14]([CH3:30])[C:13]2=[O:31])[CH2:9][CH2:10]1)=[O:4]. The catalyst class is: 2.